From a dataset of Forward reaction prediction with 1.9M reactions from USPTO patents (1976-2016). Predict the product of the given reaction. (1) Given the reactants [Cl:1][C:2]1[C:37]([C:38]([F:41])([F:40])[F:39])=[CH:36][CH:35]=[CH:34][C:3]=1[CH2:4][N:5]([CH2:20][CH:21]([C:28]1[CH:33]=[CH:32][CH:31]=[CH:30][CH:29]=1)[C:22]1[CH:27]=[CH:26][CH:25]=[CH:24][CH:23]=1)[CH2:6][CH2:7][CH2:8][O:9][C:10]1[CH:15]=[CH:14][CH:13]=[C:12]([N+:16]([O-])=O)[C:11]=1[CH3:19].C(Cl)(Cl)Cl, predict the reaction product. The product is: [Cl:1][C:2]1[C:37]([C:38]([F:39])([F:40])[F:41])=[CH:36][CH:35]=[CH:34][C:3]=1[CH2:4][N:5]([CH2:20][CH:21]([C:22]1[CH:23]=[CH:24][CH:25]=[CH:26][CH:27]=1)[C:28]1[CH:33]=[CH:32][CH:31]=[CH:30][CH:29]=1)[CH2:6][CH2:7][CH2:8][O:9][C:10]1[C:11]([CH3:19])=[C:12]([NH2:16])[CH:13]=[CH:14][CH:15]=1. (2) Given the reactants C(OC([N:6]1[C:10]([C:11]2[CH:16]=[CH:15][C:14](SC)=[CH:13][CH:12]=2)=[C:9]([C:19]2[CH:24]=[CH:23][C:22]([F:25])=[CH:21][CH:20]=2)[N:8]=[C:7]1[C:26](=[O:31])[C:27]([F:30])([F:29])[F:28])C)C.[BH4-].[Na+].O[O:35][S:36]([O-:38])=O.[K+].[CH3:40]O, predict the reaction product. The product is: [F:25][C:22]1[CH:23]=[CH:24][C:19]([C:9]2[N:8]=[C:7]([CH:26]([C:27]([F:29])([F:28])[F:30])[OH:31])[NH:6][C:10]=2[C:11]2[CH:16]=[CH:15][C:14]([S:36]([CH3:40])(=[O:38])=[O:35])=[CH:13][CH:12]=2)=[CH:20][CH:21]=1. (3) Given the reactants Br[CH2:2][CH2:3][CH2:4][N:5]1[C:9](=[O:10])[C:8]2=[CH:11][CH:12]=[CH:13][CH:14]=[C:7]2[C:6]1=[O:15].[N:16]1([C:22]([O:24][C:25]([CH3:28])([CH3:27])[CH3:26])=[O:23])[CH2:21][CH2:20][NH:19][CH2:18][CH2:17]1.[I-].[Na+].C(=O)([O-])[O-].[K+].[K+], predict the reaction product. The product is: [O:15]=[C:6]1[C:7]2[C:8](=[CH:11][CH:12]=[CH:13][CH:14]=2)[C:9](=[O:10])[N:5]1[CH2:4][CH2:3][CH2:2][N:19]1[CH2:18][CH2:17][N:16]([C:22]([O:24][C:25]([CH3:28])([CH3:27])[CH3:26])=[O:23])[CH2:21][CH2:20]1. (4) Given the reactants [Cl:1][C:2]1[C:7]2[CH:8]=[N:9][NH:10][C:6]=2[CH:5]=[CH:4][N:3]=1.[OH-].[K+].[I:13]I, predict the reaction product. The product is: [Cl:1][C:2]1[C:7]2[C:8]([I:13])=[N:9][NH:10][C:6]=2[CH:5]=[CH:4][N:3]=1. (5) The product is: [CH2:25]1[O:26][C:19]2[C:20](=[CH:21][C:22]3[CH:23]=[C:10]([CH2:9][N:5]4[CH2:6][CH2:7][CH2:8][C@H:4]4[C:3]([OH:35])=[O:2])[C:11]4[C:16]([C:17]=3[CH:18]=2)=[CH:15][C:14]([O:27][CH2:28][C:29]2[CH:30]=[CH:31][CH:32]=[CH:33][CH:34]=2)=[CH:13][CH:12]=4)[O:24]1. Given the reactants C[O:2][C:3](=[O:35])[C@@H:4]1[CH2:8][CH2:7][CH2:6][N:5]1[CH2:9][C:10]1[C:11]2[C:16]([C:17]3[CH:18]=[C:19]4[O:26][CH2:25][O:24][C:20]4=[CH:21][C:22]=3[CH:23]=1)=[CH:15][C:14]([O:27][CH2:28][C:29]1[CH:34]=[CH:33][CH:32]=[CH:31][CH:30]=1)=[CH:13][CH:12]=2.N, predict the reaction product. (6) Given the reactants [CH2:1]([O:3][C:4](=[O:19])[C:5]([O:8][C:9]1[CH:14]=[CH:13][C:12]([CH:15]([NH2:17])[CH3:16])=[CH:11][C:10]=1[CH3:18])([CH3:7])[CH3:6])[CH3:2].[CH:20]1([C:23]2[C:28]([C:29](O)=[O:30])=[CH:27][N:26]=[C:25]([C:32]3[CH:37]=[CH:36][C:35]([C:38]([F:41])([F:40])[F:39])=[CH:34][CH:33]=3)[N:24]=2)[CH2:22][CH2:21]1.Cl.CN(C)CCCN=C=NCC, predict the reaction product. The product is: [CH2:1]([O:3][C:4](=[O:19])[C:5]([O:8][C:9]1[CH:14]=[CH:13][C:12]([CH:15]([NH:17][C:29]([C:28]2[C:23]([CH:20]3[CH2:22][CH2:21]3)=[N:24][C:25]([C:32]3[CH:33]=[CH:34][C:35]([C:38]([F:40])([F:41])[F:39])=[CH:36][CH:37]=3)=[N:26][CH:27]=2)=[O:30])[CH3:16])=[CH:11][C:10]=1[CH3:18])([CH3:6])[CH3:7])[CH3:2].